This data is from Experimentally validated miRNA-target interactions with 360,000+ pairs, plus equal number of negative samples. The task is: Binary Classification. Given a miRNA mature sequence and a target amino acid sequence, predict their likelihood of interaction. (1) The miRNA is hsa-miR-577 with sequence UAGAUAAAAUAUUGGUACCUG. The protein sequence of the target gene is MTHFNKGPSYGLSAEVKNKIASKYDHQAEEDLRNWIEEVTGMSIGPNFQLGLKDGIILCELINKLQPGSVKKVNESSLNWPQLENIGNFIKAIQAYGMKPHDIFEANDLFENGNMTQVQTTLVALAGLAKTKGFHTTIDIGVKYAEKQTRRFDEGKLKAGQSVIGLQMGTNKCASQAGMTAYGTRRHLYDPKMQTDKPFDQTTISLQMGTNKGASQAGMLAPGTRRDIYDQKLTLQPVDNSTISLQMGTNKVASQKGMSVYGLGRQVYDPKYCAAPTEPVIHNGSQGTGTNGSEISDSDY.... Result: 1 (interaction). (2) The miRNA is hsa-miR-125a-3p with sequence ACAGGUGAGGUUCUUGGGAGCC. The protein sequence of the target gene is MTKGTSSFGKRRNKTHTLCRRCGSKAYHLQKSTCGKCGYPAKRKRKYNWSAKAKRRNTTGTGRMRHLKIVYRRFRHGFREGTTPKPKRAAVAASSSS. Result: 1 (interaction).